This data is from Reaction yield outcomes from USPTO patents with 853,638 reactions. The task is: Predict the reaction yield, written as a fraction of the theoretical maximum amount of product (1.0 means a 100% yield; for example, 0.34 means a 34% yield). (1) The reactants are [CH2:1]([C:3]1[CH:8]=[CH:7][CH:6]=[C:5]([CH3:9])[C:4]=1I)[CH3:2].C(#N)C.C(N(CC)CC)C.[C]=[O:22].C([O:25][CH2:26]C)C. The yield is 0.725. The product is [CH2:1]([C:3]1[CH:8]=[CH:7][CH:6]=[C:5]([CH3:9])[C:4]=1[C:26]([OH:25])=[O:22])[CH3:2]. The catalyst is [OH-].[Na+].CC([O-])=O.CC([O-])=O.[Pd+2].C1C=CC(P(C2C=CC=CC=2)CCCP(C2C=CC=CC=2)C2C=CC=CC=2)=CC=1.O. (2) The reactants are [NH:1]1[C:5]2[CH:6]=[CH:7][C:8]([C:10]([OH:12])=O)=[CH:9][C:4]=2[N:3]=[CH:2]1.[CH3:13][O:14][C:15]1[CH:35]=[CH:34][C:18]([O:19][C:20]2[CH:33]=[CH:32][C:23]3[C@@H:24]4[C@H:29]([CH2:30][CH2:31][C:22]=3[CH:21]=2)[NH:28][CH2:27][CH2:26][CH2:25]4)=[CH:17][CH:16]=1. No catalyst specified. The product is [NH:1]1[C:5]2[CH:6]=[CH:7][C:8]([C:10]([N:28]3[C@@H:29]4[C@@H:24]([C:23]5[CH:32]=[CH:33][C:20]([O:19][C:18]6[CH:17]=[CH:16][C:15]([O:14][CH3:13])=[CH:35][CH:34]=6)=[CH:21][C:22]=5[CH2:31][CH2:30]4)[CH2:25][CH2:26][CH2:27]3)=[O:12])=[CH:9][C:4]=2[N:3]=[CH:2]1. The yield is 0.720. (3) The reactants are Cl[C:2]1[N:10]=[C:9]([Cl:11])[CH:8]=[CH:7][C:3]=1[C:4]([NH2:6])=[O:5].ClC1C=[CH:20][C:16]([C:17](N)=[O:18])=[C:15](OCCC)N=1.[H-].[Na+]. The catalyst is C(#N)C. The product is [Cl:11][C:9]1[CH:8]=[CH:7][C:3]([C:4]([NH2:6])=[O:5])=[C:2]([O:18][CH2:17][CH:16]([CH3:20])[CH3:15])[N:10]=1. The yield is 0.660. (4) The reactants are C(OC([N:8]1[C:16]2[C:11](=[CH:12][C:13]([S:17][C:18]3[CH:23]=[CH:22][CH:21]=[CH:20][C:19]=3[CH2:24][N:25](C(OC(C)(C)C)=O)[CH3:26])=[CH:14][CH:15]=2)[CH:10]=[CH:9]1)=O)(C)(C)C.Cl. The catalyst is CO.C(OCC)C. The product is [NH:8]1[C:16]2[C:11](=[CH:12][C:13]([S:17][C:18]3[CH:23]=[CH:22][CH:21]=[CH:20][C:19]=3[CH2:24][NH:25][CH3:26])=[CH:14][CH:15]=2)[CH:10]=[CH:9]1. The yield is 0.100. (5) The reactants are [CH3:1][C:2]1[CH:7]=[C:6]([N+:8]([O-:10])=[O:9])[CH:5]=[CH:4][C:3]=1[N:11]=[C:12]=[O:13]. The catalyst is CS(C)=O. The product is [N+:8]([C:6]1[CH:5]=[CH:4][C:3]([N:11]2[C:12](=[O:13])[N:11]([C:3]3[CH:4]=[CH:5][C:6]([N+:8]([O-:10])=[O:9])=[CH:7][C:2]=3[CH3:1])[C:12](=[O:13])[N:11]([C:3]3[CH:4]=[CH:5][C:6]([N+:8]([O-:10])=[O:9])=[CH:7][C:2]=3[CH3:1])[C:12]2=[O:13])=[C:2]([CH3:1])[CH:7]=1)([O-:10])=[O:9]. The yield is 0.780.